This data is from Full USPTO retrosynthesis dataset with 1.9M reactions from patents (1976-2016). The task is: Predict the reactants needed to synthesize the given product. (1) Given the product [N:1]([CH2:4][C@@H:5]([OH:23])[C@@H:6]([NH:14][C:15]1[C:18](=[O:19])[C:17](=[O:21])[C:16]=1[N:34]1[CH2:35][CH2:36][CH2:37][CH:32]([CH:31]([O:30][CH2:29][CH2:28][CH2:27][O:26][CH3:25])[C:38]2[CH:39]=[CH:40][CH:41]=[CH:42][CH:43]=2)[CH2:33]1)[CH2:7][CH:8]1[CH2:9][CH2:10][CH2:11][CH2:12][CH2:13]1)=[N+:2]=[N-:3], predict the reactants needed to synthesize it. The reactants are: [N:1]([CH2:4][C@@H:5]([OH:23])[C@@H:6]([NH:14][C:15]1[C:16](=O)[C:17](=[O:21])[C:18]=1[O:19]C)[CH2:7][CH:8]1[CH2:13][CH2:12][CH2:11][CH2:10][CH2:9]1)=[N+:2]=[N-:3].Cl.[CH3:25][O:26][CH2:27][CH2:28][CH2:29][O:30][CH:31]([C:38]1[CH:43]=[CH:42][CH:41]=[CH:40][CH:39]=1)[CH:32]1[CH2:37][CH2:36][CH2:35][NH:34][CH2:33]1.CCN(CC)CC. (2) Given the product [OH:8][C:9]1[CH:10]=[CH:11][CH:12]=[C:13]2[C:18]=1[N:17]=[C:16]([CH2:19][CH2:20][C:21]([O:23][CH3:28])=[O:22])[CH:15]=[CH:14]2, predict the reactants needed to synthesize it. The reactants are: C([O:8][C:9]1[CH:10]=[CH:11][CH:12]=[C:13]2[C:18]=1[N:17]=[C:16](/[CH:19]=[CH:20]/[C:21]([OH:23])=[O:22])[CH:15]=[CH:14]2)C1C=CC=CC=1.S(Cl)(Cl)=O.[CH3:28]O.